The task is: Predict the reaction yield, written as a fraction of the theoretical maximum amount of product (1.0 means a 100% yield; for example, 0.34 means a 34% yield).. This data is from Reaction yield outcomes from USPTO patents with 853,638 reactions. The reactants are [Cl:1][C:2]1[CH:3]=[C:4]([C:8]2[N:9]=[C:10]([C:13]3[CH:18]=[CH:17][C:16]([N+:19]([O-])=O)=[CH:15][CH:14]=3)[O:11][CH:12]=2)[CH:5]=[CH:6][CH:7]=1.O.O.[Sn](Cl)Cl. The catalyst is CO.C(OCC)(=O)C. The product is [Cl:1][C:2]1[CH:3]=[C:4]([C:8]2[N:9]=[C:10]([C:13]3[CH:18]=[CH:17][C:16]([NH2:19])=[CH:15][CH:14]=3)[O:11][CH:12]=2)[CH:5]=[CH:6][CH:7]=1. The yield is 0.376.